The task is: Predict the reaction yield, written as a fraction of the theoretical maximum amount of product (1.0 means a 100% yield; for example, 0.34 means a 34% yield).. This data is from Reaction yield outcomes from USPTO patents with 853,638 reactions. The catalyst is O1CCCC1. The yield is 0.820. The product is [CH2:1]([O:8][C:9]([C:10]1[N:16]=[C:17]([C:18]2[CH:23]=[CH:22][CH:21]=[CH:20][CH:19]=2)[O:24][C:11]=1[CH:12]([CH3:14])[CH3:13])=[O:25])[C:2]1[CH:7]=[CH:6][CH:5]=[CH:4][CH:3]=1. The reactants are [CH2:1]([O:8][C:9](=[O:25])[CH:10]([NH:16][C:17](=[O:24])[C:18]1[CH:23]=[CH:22][CH:21]=[CH:20][CH:19]=1)[C:11](=O)[CH:12]([CH3:14])[CH3:13])[C:2]1[CH:7]=[CH:6][CH:5]=[CH:4][CH:3]=1.C1(P(C2C=CC=CC=2)C2C=CC=CC=2)C=CC=CC=1.II.C(N(CC)CC)C.